This data is from Reaction yield outcomes from USPTO patents with 853,638 reactions. The task is: Predict the reaction yield, written as a fraction of the theoretical maximum amount of product (1.0 means a 100% yield; for example, 0.34 means a 34% yield). The reactants are BrCCBr.Cl[Si](C)(C)C.I[CH:11]1[CH2:14][N:13]([C:15]([O:17][C:18]([CH3:21])([CH3:20])[CH3:19])=[O:16])[CH2:12]1.[C:22]([C:25]1[CH:32]=[C:31]([Cl:33])[C:28]([C:29]#[N:30])=[C:27](I)[C:26]=1[O:35][CH2:36][CH3:37])(=[O:24])[CH3:23].[Cl-].[NH4+]. The catalyst is CN(C)C(=O)C.[Zn].C1C=CC(/C=C/C(/C=C/C2C=CC=CC=2)=O)=CC=1.C1C=CC(/C=C/C(/C=C/C2C=CC=CC=2)=O)=CC=1.C1C=CC(/C=C/C(/C=C/C2C=CC=CC=2)=O)=CC=1.[Pd].[Pd].O1C=CC=C1P(C1OC=CC=1)C1OC=CC=1. The product is [C:22]([C:25]1[C:26]([O:35][CH2:36][CH3:37])=[C:27]([CH:11]2[CH2:14][N:13]([C:15]([O:17][C:18]([CH3:21])([CH3:20])[CH3:19])=[O:16])[CH2:12]2)[C:28]([C:29]#[N:30])=[C:31]([Cl:33])[CH:32]=1)(=[O:24])[CH3:23]. The yield is 0.880.